Predict the reactants needed to synthesize the given product. From a dataset of Full USPTO retrosynthesis dataset with 1.9M reactions from patents (1976-2016). (1) The reactants are: Cl.[NH2:2][C@H:3]([C:5]1[C:6](=[O:16])[NH:7][C:8]2[C:13]([CH:14]=1)=[CH:12][C:11]([Cl:15])=[CH:10][CH:9]=2)[CH3:4].[CH:17]([O:20][C:21](=[O:30])[NH:22][C:23]1[CH:28]=[CH:27][N:26]=[C:25](Cl)[N:24]=1)([CH3:19])[CH3:18].CCN(C(C)C)C(C)C.O. Given the product [CH:17]([O:20][C:21](=[O:30])[NH:22][C:23]1[CH:28]=[CH:27][N:26]=[C:25]([NH:2][C@H:3]([C:5]2[C:6](=[O:16])[NH:7][C:8]3[C:13]([CH:14]=2)=[CH:12][C:11]([Cl:15])=[CH:10][CH:9]=3)[CH3:4])[N:24]=1)([CH3:19])[CH3:18], predict the reactants needed to synthesize it. (2) The reactants are: Br[CH2:2][C:3]1[CH:18]=[CH:17][C:6]2[N:7]=[C:8]([C:10]3[C:14]([CH3:15])=[N:13][NH:12][C:11]=3[NH2:16])[S:9][C:5]=2[CH:4]=1.[NH:19]1[CH2:24][CH2:23][O:22][CH2:21][CH2:20]1. Given the product [CH3:15][C:14]1[C:10]([C:8]2[S:9][C:5]3[CH:4]=[C:3]([CH2:2][N:19]4[CH2:24][CH2:23][O:22][CH2:21][CH2:20]4)[CH:18]=[CH:17][C:6]=3[N:7]=2)=[C:11]([NH2:16])[NH:12][N:13]=1, predict the reactants needed to synthesize it. (3) Given the product [CH2:21]([O:23][C:24](=[O:29])[CH2:25][NH:26][C:27]([C:5]1[C:6](=[O:12])[S:7][C:8]2[C:3]([C:4]=1[OH:13])=[C:2]([F:1])[CH:11]=[CH:10][CH:9]=2)=[O:28])[CH3:22], predict the reactants needed to synthesize it. The reactants are: [F:1][C:2]1[CH:11]=[CH:10][CH:9]=[C:8]2[C:3]=1[C:4]([OH:13])=[CH:5][C:6](=[O:12])[S:7]2.C(N(CC)CC)C.[CH2:21]([O:23][C:24](=[O:29])[CH2:25][N:26]=[C:27]=[O:28])[CH3:22]. (4) Given the product [CH:1]1([C:4]2[CH:9]=[CH:8][N:7]=[CH:6][C:5]=2[N:10]([CH2:21][CH2:22][CH:23]([CH3:25])[CH3:24])[S:11]([CH3:14])(=[O:12])=[O:13])[CH2:3][CH2:2]1, predict the reactants needed to synthesize it. The reactants are: [CH:1]1([C:4]2[CH:9]=[CH:8][N:7]=[CH:6][C:5]=2[NH:10][S:11]([CH3:14])(=[O:13])=[O:12])[CH2:3][CH2:2]1.C(=O)([O-])[O-].[Cs+].[Cs+].[CH2:21](I)[CH2:22][CH:23]([CH3:25])[CH3:24]. (5) Given the product [Cl:1][C:2]1[CH:18]=[CH:17][C:5]([CH2:6][NH:7][C:8]([C:10]2([C:13]([F:16])([F:15])[F:14])[CH2:12][CH2:11]2)=[O:9])=[CH:4][C:3]=1[NH:19][C:20]1[N:30]([CH3:31])[C:26]2[CH:25]=[C:24]([N:32]3[CH2:33][CH2:34][N:35]([CH3:38])[CH2:36][CH2:37]3)[C:23]([Cl:22])=[CH:29][C:27]=2[N:28]=1, predict the reactants needed to synthesize it. The reactants are: [Cl:1][C:2]1[CH:18]=[CH:17][C:5]([CH2:6][NH:7][C:8]([C:10]2([C:13]([F:16])([F:15])[F:14])[CH2:12][CH2:11]2)=[O:9])=[CH:4][C:3]=1[N:19]=[C:20]=S.[Cl:22][C:23]1[C:24]([N:32]2[CH2:37][CH2:36][N:35]([CH3:38])[CH2:34][CH2:33]2)=[CH:25][C:26]([NH:30][CH3:31])=[C:27]([CH:29]=1)[NH2:28].C(Cl)CCl.